Dataset: Reaction yield outcomes from USPTO patents with 853,638 reactions. Task: Predict the reaction yield, written as a fraction of the theoretical maximum amount of product (1.0 means a 100% yield; for example, 0.34 means a 34% yield). The reactants are [CH3:1][O:2][C:3](=[O:33])[C@H:4]([CH2:12][C:13]1[CH:18]=[C:17]([Cl:19])[C:16]([O:20][CH2:21][CH2:22][CH2:23][NH:24]C(OC(C)(C)C)=O)=[C:15]([Cl:32])[CH:14]=1)[NH:5][C:6](=[O:11])[C:7]([F:10])([F:9])[F:8]. The catalyst is Cl.O1CCOCC1. The product is [ClH:19].[CH3:1][O:2][C:3](=[O:33])[C@H:4]([CH2:12][C:13]1[CH:14]=[C:15]([Cl:32])[C:16]([O:20][CH2:21][CH2:22][CH2:23][NH2:24])=[C:17]([Cl:19])[CH:18]=1)[NH:5][C:6](=[O:11])[C:7]([F:10])([F:8])[F:9]. The yield is 1.00.